From a dataset of Forward reaction prediction with 1.9M reactions from USPTO patents (1976-2016). Predict the product of the given reaction. (1) Given the reactants Br[C:2]1[CH:15]=[C:14]2[C:5]([O:6][C:7]3[C:8]([F:24])=[CH:9][C:10](OC)=[CH:11][C:12]=3[C@@:13]32[CH2:20][CH2:19][O:18][C:17]([NH2:21])=[N:16]3)=[CH:4][CH:3]=1.[F:25][C:26]1[C:31](B(O)O)=[CH:30][CH:29]=[CH:28][N:27]=1.[N:35]1[CH:40]=[CH:39][CH:38]=[C:37](B(O)O)[CH:36]=1, predict the reaction product. The product is: [F:24][C:8]1[C:7]2[O:6][C:5]3[C:14](=[CH:15][C:2]([C:31]4[C:26]([F:25])=[N:27][CH:28]=[CH:29][CH:30]=4)=[CH:3][CH:4]=3)[C@@:13]3([CH2:20][CH2:19][O:18][C:17]([NH2:21])=[N:16]3)[C:12]=2[CH:11]=[C:10]([C:37]2[CH:36]=[N:35][CH:40]=[CH:39][CH:38]=2)[CH:9]=1. (2) Given the reactants [F:1][C:2]1[C:3]([NH:12][C@@H:13]2[CH2:18][C@@H:17]3[N:19](C(OC(C)(C)C)=O)[C@H:14]2[CH2:15][CH2:16]3)=[N:4][CH:5]=[C:6]([C:8]([F:11])([F:10])[F:9])[CH:7]=1.Cl, predict the reaction product. The product is: [F:1][C:2]1[C:3]([NH:12][C@@H:13]2[CH2:18][C@@H:17]3[NH:19][C@H:14]2[CH2:15][CH2:16]3)=[N:4][CH:5]=[C:6]([C:8]([F:11])([F:10])[F:9])[CH:7]=1. (3) Given the reactants Cl[C:2]1[C:3]2[C:10]([F:11])=[CH:9][NH:8][C:4]=2[N:5]=[CH:6][N:7]=1.[F:12][C:13]1[CH:21]=[C:20]2[C:16]([CH:17]=[N:18][NH:19]2)=[CH:15][C:14]=1[NH2:22], predict the reaction product. The product is: [F:11][C:10]1[C:3]2[C:2]([NH:22][C:14]3[CH:15]=[C:16]4[C:20](=[CH:21][C:13]=3[F:12])[NH:19][N:18]=[CH:17]4)=[N:7][CH:6]=[N:5][C:4]=2[NH:8][CH:9]=1. (4) Given the reactants [CH3:1][CH:2]1[CH2:14][C:5]2=[C:6]3[C:11](=[CH:12][CH:13]=[C:4]2[C:3]1=[O:15])[CH2:10][CH2:9][CH2:8][CH2:7]3.[Al+3].[Cl-].[Cl-].[Cl-].[Br:20]Br.O, predict the reaction product. The product is: [Br:20][C:12]1[CH:13]=[C:4]2[C:3](=[O:15])[CH:2]([CH3:1])[CH2:14][C:5]2=[C:6]2[C:11]=1[CH2:10][CH2:9][CH2:8][CH2:7]2. (5) Given the reactants [H-].[Na+].IO[Si](C)(C)[CH3:6].[F:9][C:10]([F:19])([F:18])/[CH:11]=[CH:12]/[C:13]([O:15][CH2:16][CH3:17])=[O:14], predict the reaction product. The product is: [F:9][C:10]([F:18])([F:19])[CH:11]1[CH2:6][CH:12]1[C:13]([O:15][CH2:16][CH3:17])=[O:14]. (6) Given the reactants [Cl:1][C:2]1[CH:7]=[CH:6][C:5]([O:8][C:9]2[CH:14]=[CH:13][C:12]([CH2:15]Cl)=[CH:11][CH:10]=2)=[CH:4][C:3]=1[C:17]([F:20])([F:19])[F:18].[CH2:21]([C:23]1[C:24](=[O:30])[NH:25][C:26](=[S:29])[NH:27][CH:28]=1)[CH3:22].CCN(C(C)C)C(C)C, predict the reaction product. The product is: [Cl:1][C:2]1[CH:7]=[CH:6][C:5]([O:8][C:9]2[CH:14]=[CH:13][C:12]([CH2:15][S:29][C:26]3[NH:27][CH:28]=[C:23]([CH2:21][CH3:22])[C:24](=[O:30])[N:25]=3)=[CH:11][CH:10]=2)=[CH:4][C:3]=1[C:17]([F:20])([F:19])[F:18]. (7) Given the reactants [F:1][C:2]1[C:7]([CH3:8])=[CH:6][C:5]([N+:9]([O-:11])=[O:10])=[CH:4][N:3]=1.C1C(=O)N([Br:19])C(=O)C1, predict the reaction product. The product is: [Br:19][CH2:8][C:7]1[C:2]([F:1])=[N:3][CH:4]=[C:5]([N+:9]([O-:11])=[O:10])[CH:6]=1. (8) Given the reactants [NH2:1][C:2]1([C:10]#[N:11])[CH2:7][CH2:6][CH2:5][C:4]([CH3:9])([CH3:8])[CH2:3]1.[OH:12]S(O)(=O)=O, predict the reaction product. The product is: [NH2:1][C:2]1([C:10]([NH2:11])=[O:12])[CH2:7][CH2:6][CH2:5][C:4]([CH3:8])([CH3:9])[CH2:3]1.